From a dataset of Reaction yield outcomes from USPTO patents with 853,638 reactions. Predict the reaction yield, written as a fraction of the theoretical maximum amount of product (1.0 means a 100% yield; for example, 0.34 means a 34% yield). The reactants are [NH2:1][C:2]1[C:7]([CH:8]=O)=[CH:6][CH:5]=[CH:4][N:3]=1.Br[CH2:11][C:12](=O)[CH2:13][CH3:14].[OH-:16].[Na+].Cl. No catalyst specified. The product is [CH2:13]([C:12]1[C:11]([OH:16])=[CH:8][C:7]2[C:2](=[N:3][CH:4]=[CH:5][CH:6]=2)[N:1]=1)[CH3:14]. The yield is 0.740.